Predict the product of the given reaction. From a dataset of Forward reaction prediction with 1.9M reactions from USPTO patents (1976-2016). (1) The product is: [CH3:1][O:2][C:3]1[CH:4]=[C:5]2[C:10](=[CH:11][C:12]=1[O:13][CH3:14])[N:9]=[CH:8][CH:7]=[C:6]2[O:15][C:17]1[CH:22]=[N:21][C:20]([N+:23]([O-:25])=[O:24])=[CH:19][CH:18]=1. Given the reactants [CH3:1][O:2][C:3]1[CH:4]=[C:5]2[C:10](=[CH:11][C:12]=1[O:13][CH3:14])[N:9]=[CH:8][CH:7]=[C:6]2[OH:15].F[C:17]1[CH:18]=[CH:19][C:20]([N+:23]([O-:25])=[O:24])=[N:21][CH:22]=1.C(=O)([O-])[O-].[Cs+].[Cs+], predict the reaction product. (2) Given the reactants [Br:1][C:2]1[CH:3]=[N:4][NH:5][C:6]=1[C:7]1[CH:12]=[CH:11][C:10]([F:13])=[CH:9][CH:8]=1.C([O-])([O-])=O.[Cs+].[Cs+].Br[CH2:21][CH2:22][C:23]#[N:24].O, predict the reaction product. The product is: [Br:1][C:2]1[C:6]([C:7]2[CH:8]=[CH:9][C:10]([F:13])=[CH:11][CH:12]=2)=[N:5][N:4]([CH2:21][CH2:22][C:23]#[N:24])[CH:3]=1.